Dataset: Reaction yield outcomes from USPTO patents with 853,638 reactions. Task: Predict the reaction yield, written as a fraction of the theoretical maximum amount of product (1.0 means a 100% yield; for example, 0.34 means a 34% yield). (1) The reactants are [F-].[CH2:2]([N+](CCCC)(CCCC)CCCC)CCC.[Cl:19][C:20]1[CH:41]=[C:40]([C:42]([NH:44][CH2:45][C:46]2[CH:51]=[CH:50][CH:49]=[C:48]([O:52][Si](C(C)(C)C)(C)C)[CH:47]=2)=[O:43])[CH:39]=[C:38]([Cl:60])[C:21]=1[C:22]([NH:24][C@H:25]([C:35]([OH:37])=[O:36])[CH2:26][NH:27][C:28]([C:30]1[S:31][CH:32]=[CH:33][CH:34]=1)=[O:29])=[O:23]. The catalyst is O1CCCC1.C(OCC)(=O)C. The product is [Cl:60][C:38]1[CH:39]=[C:40]([C:42]([NH:44][CH2:45][C:46]2[CH:51]=[CH:50][CH:49]=[C:48]([OH:52])[CH:47]=2)=[O:43])[CH:41]=[C:20]([Cl:19])[C:21]=1[C:22]([NH:24][C@H:25]([C:35]([O:37][CH3:2])=[O:36])[CH2:26][NH:27][C:28]([C:30]1[S:31][CH:32]=[CH:33][CH:34]=1)=[O:29])=[O:23]. The yield is 0.850. (2) The reactants are [NH2:1][C:2]1[CH:7]=[CH:6][C:5]([CH3:8])=[CH:4][C:3]=1[OH:9].N1C=CN=C1.[CH3:15][C:16]([Si:19](Cl)([CH3:21])[CH3:20])([CH3:18])[CH3:17].O. The catalyst is CN(C=O)C. The product is [C:16]([Si:19]([CH3:21])([CH3:20])[O:9][C:3]1[CH:4]=[C:5]([CH3:8])[CH:6]=[CH:7][C:2]=1[NH2:1])([CH3:18])([CH3:17])[CH3:15]. The yield is 0.770. (3) The reactants are [CH2:1]([OH:13])[CH2:2][O:3][CH2:4][CH2:5][O:6][CH2:7][CH2:8][O:9][CH2:10][CH2:11][OH:12].[CH3:14][C:15]([Si:18](Cl)([CH3:20])[CH3:19])([CH3:17])[CH3:16].C(N(CC)CC)C. The catalyst is ClCCl. The product is [C:15]([Si:18]([CH3:20])([CH3:19])[O:12][CH2:11][CH2:10][O:9][CH2:8][CH2:7][O:6][CH2:5][CH2:4][O:3][CH2:2][CH2:1][OH:13])([CH3:17])([CH3:16])[CH3:14]. The yield is 0.420. (4) The reactants are Cl.[NH2:2][C:3]1([CH2:11][CH2:12][CH2:13][CH2:14][NH:15][C:16](=[O:25])[O:17][CH2:18][C:19]2[CH:24]=[CH:23][CH:22]=[CH:21][CH:20]=2)[CH2:8][CH2:7][C:6](=[O:9])[NH:5][C:4]1=[O:10].[N+:26]([C:29]1[CH:39]=[CH:38][CH:37]=[C:31]2[C:32]([O:34][C:35](=O)[C:30]=12)=[O:33])([O-:28])=[O:27].C([O-])(=O)C.[Na+].C(=O)(O)[O-].[Na+]. The catalyst is C(O)(=O)C. The product is [N+:26]([C:29]1[CH:39]=[CH:38][CH:37]=[C:31]2[C:30]=1[C:35](=[O:34])[N:2]([C:3]1([CH2:11][CH2:12][CH2:13][CH2:14][NH:15][C:16](=[O:25])[O:17][CH2:18][C:19]3[CH:20]=[CH:21][CH:22]=[CH:23][CH:24]=3)[CH2:8][CH2:7][C:6](=[O:9])[NH:5][C:4]1=[O:10])[C:32]2=[O:33])([O-:28])=[O:27]. The yield is 0.540. (5) The reactants are [NH2:1][C:2]1[C:11]2[C:6](=[CH:7][CH:8]=[CH:9][CH:10]=2)[CH:5]=[CH:4][C:3]=1[C:12]([OH:21])([C:17]([F:20])([F:19])[F:18])[C:13]([F:16])([F:15])[F:14].[S:22]1[CH:26]=[CH:25][CH:24]=[C:23]1[C:27](Cl)=[O:28]. No catalyst specified. The product is [F:20][C:17]([F:18])([F:19])[C:12]([C:3]1[CH:4]=[CH:5][C:6]2[C:11](=[CH:10][CH:9]=[CH:8][CH:7]=2)[C:2]=1[NH:1][C:27]([C:23]1[S:22][CH:26]=[CH:25][CH:24]=1)=[O:28])([OH:21])[C:13]([F:14])([F:15])[F:16]. The yield is 0.0400. (6) The reactants are [C:1]1(=[O:8])[O:7][C:5](=[O:6])[CH2:4][CH2:3][CH2:2]1.[CH3:9][C:10]1[CH2:15][CH2:14][CH2:13][C:12]([CH3:17])([CH3:16])[C:11]=1/[CH:18]=[CH:19]/[C:20](/[CH3:29])=[CH:21]/[CH:22]=[CH:23]/[C:24](/[CH3:28])=[CH:25]/[CH2:26][OH:27].C(N(CC)CC)C. The catalyst is ClCCl. The product is [CH3:28]/[C:24](/[CH:23]=[CH:22]/[CH:21]=[C:20](\[CH3:29])/[CH:19]=[CH:18]/[C:11]1[C:12]([CH3:17])([CH3:16])[CH2:13][CH2:14][CH2:15][C:10]=1[CH3:9])=[CH:25]\[CH2:26][O:27][C:5](=[O:6])[CH2:4][CH2:3][CH2:2][C:1]([OH:7])=[O:8]. The yield is 0.780. (7) The reactants are Br[CH:2]([C:4]1[S:8][C:7]([S:9][C:10]2[CH:15]=[CH:14][C:13]([Cl:16])=[CH:12][C:11]=2[Cl:17])=[C:6]([N+:18]([O-:20])=[O:19])[CH:5]=1)[CH3:3].[CH3:21][O:22][C:23]1[CH:30]=[CH:29][C:26]([CH2:27][NH2:28])=[CH:25][CH:24]=1.C(=O)([O-])[O-].[K+].[K+]. The catalyst is O. The product is [Cl:17][C:11]1[CH:12]=[C:13]([Cl:16])[CH:14]=[CH:15][C:10]=1[S:9][C:7]1[S:8][C:4]([CH:2]([NH:28][CH2:27][C:26]2[CH:29]=[CH:30][C:23]([O:22][CH3:21])=[CH:24][CH:25]=2)[CH3:3])=[CH:5][C:6]=1[N+:18]([O-:20])=[O:19]. The yield is 0.110.